The task is: Predict the reactants needed to synthesize the given product.. This data is from Full USPTO retrosynthesis dataset with 1.9M reactions from patents (1976-2016). (1) The reactants are: [C:1](OC(=O)C)(=[O:3])[CH3:2].[OH:8][C:9]([C:11]([F:14])([F:13])[F:12])=[O:10].[F:15][C:16]1[CH:42]=[C:41]([O:43][CH3:44])[CH:40]=[CH:39][C:17]=1[O:18][CH:19]1[CH2:24][CH2:23][N:22]([C:25]2[N:30]=[C:29]3[CH2:31][NH:32][CH2:33][CH2:34][C:28]3=[N:27][C:26]=2[NH:35][CH:36]([CH3:38])[CH3:37])[CH2:21][CH2:20]1.N1C=CC=CC=1. Given the product [F:15][C:16]1[CH:42]=[C:41]([O:43][CH3:44])[CH:40]=[CH:39][C:17]=1[O:18][CH:19]1[CH2:20][CH2:21][N:22]([C:25]2[N:30]=[C:29]3[CH2:31][N:32]([C:1](=[O:3])[CH3:2])[CH2:33][CH2:34][C:28]3=[N:27][C:26]=2[NH:35][CH:36]([CH3:38])[CH3:37])[CH2:23][CH2:24]1.[C:9]([OH:10])([C:11]([F:14])([F:13])[F:12])=[O:8], predict the reactants needed to synthesize it. (2) Given the product [CH3:1][C:2]1([CH3:38])[O:6][C@H:5]([CH2:7][N:8]2[CH:12]=[CH:11][C:10]([NH:13][C:14](=[O:37])[CH:15]([N:20]3[C:25](=[O:26])[CH:24]=[C:23]([O:27][C:49]4[CH:50]=[CH:51][CH:52]=[C:53]5[C:48]=4[CH:47]=[CH:46][NH:45]5)[CH:22]=[N:21]3)[CH2:16][CH:17]([CH3:18])[CH3:19])=[N:9]2)[CH2:4][O:3]1, predict the reactants needed to synthesize it. The reactants are: [CH3:1][C:2]1([CH3:38])[O:6][C@H:5]([CH2:7][N:8]2[CH:12]=[CH:11][C:10]([NH:13][C:14](=[O:37])[CH:15]([N:20]3[C:25](=[O:26])[CH:24]=[C:23]([O:27]N4C5C=CC=CC=5N=N4)[CH:22]=[N:21]3)[CH2:16][CH:17]([CH3:19])[CH3:18])=[N:9]2)[CH2:4][O:3]1.C(=O)([O-])[O-].[Cs+].[Cs+].[NH:45]1[C:53]2[CH:52]=[CH:51][CH:50]=[C:49](O)[C:48]=2[CH:47]=[CH:46]1.CN(C)C=O.